Dataset: Catalyst prediction with 721,799 reactions and 888 catalyst types from USPTO. Task: Predict which catalyst facilitates the given reaction. (1) Reactant: [OH:1][C:2]1[CH:3]=[C:4]([CH:7]=[CH:8][CH:9]=1)[CH:5]=[O:6].[Br:10][CH2:11][CH2:12]Br.C(=O)([O-])[O-].[Cs+].[Cs+].O. Product: [Br:10][CH2:11][CH2:12][O:1][C:2]1[CH:3]=[C:4]([CH:7]=[CH:8][CH:9]=1)[CH:5]=[O:6]. The catalyst class is: 7. (2) Product: [CH2:22]([O:29][C:30]1[CH:31]=[CH:32][C:33]([CH2:36][CH2:13][C:7]2[CH:6]=[CH:5][C:4]3[C:9](=[CH:10][C:11]([F:12])=[C:2]([F:1])[CH:3]=3)[N:8]=2)=[CH:34][CH:35]=1)[C:23]1[CH:24]=[CH:25][CH:26]=[CH:27][CH:28]=1. Reactant: [F:1][C:2]1[CH:3]=[C:4]2[C:9](=[CH:10][C:11]=1[F:12])[N:8]=[C:7]([CH3:13])[CH:6]=[CH:5]2.C([N-]C(C)C)(C)C.[Li+].[CH2:22]([O:29][C:30]1[CH:35]=[CH:34][C:33]([CH2:36]Cl)=[CH:32][CH:31]=1)[C:23]1[CH:28]=[CH:27][CH:26]=[CH:25][CH:24]=1. The catalyst class is: 1. (3) Reactant: [C:1]([Si:5]([CH3:33])([CH3:32])[O:6][CH:7]([C:26]1[CH:31]=[CH:30][CH:29]=[CH:28][CH:27]=1)[C:8]([C:10]1[CH:25]=[CH:24][C:13]2[N:14]=[C:15](Cl)[N:16]([S:17]([CH:20]([CH3:22])[CH3:21])(=[O:19])=[O:18])[C:12]=2[CH:11]=1)=[O:9])([CH3:4])([CH3:3])[CH3:2].[CH2:34]([NH2:41])[C:35]1[CH:40]=[CH:39][CH:38]=[CH:37][CH:36]=1.O.C(Cl)Cl. Product: [CH2:34]([NH:41][C:15]1[N:16]([S:17]([CH:20]([CH3:22])[CH3:21])(=[O:19])=[O:18])[C:12]2[CH:11]=[C:10]([C:8](=[O:9])[CH:7]([O:6][Si:5]([C:1]([CH3:4])([CH3:3])[CH3:2])([CH3:33])[CH3:32])[C:26]3[CH:31]=[CH:30][CH:29]=[CH:28][CH:27]=3)[CH:25]=[CH:24][C:13]=2[N:14]=1)[C:35]1[CH:40]=[CH:39][CH:38]=[CH:37][CH:36]=1. The catalyst class is: 1. (4) Reactant: C([O:3][C:4]([C:6]1[N:7]=[C:8]([C:11]2[CH:16]=[CH:15][C:14]([O:17][C:18]([F:21])([F:20])[F:19])=[CH:13][CH:12]=2)[S:9][CH:10]=1)=O)C.[H-].[H-].[H-].[H-].[Li+].[Al+3]. Product: [F:21][C:18]([F:19])([F:20])[O:17][C:14]1[CH:15]=[CH:16][C:11]([C:8]2[S:9][CH:10]=[C:6]([CH2:4][OH:3])[N:7]=2)=[CH:12][CH:13]=1. The catalyst class is: 1. (5) Reactant: [CH3:1][C:2]1[C:11]2[CH2:10][CH2:9][CH2:8][CH2:7][C:6]=2[CH:5]=[C:4]([C:12](OCC)=[O:13])[CH:3]=1.[H-].[H-].[H-].[H-].[Li+].[Al+3]. Product: [CH3:1][C:2]1[C:11]2[CH2:10][CH2:9][CH2:8][CH2:7][C:6]=2[CH:5]=[C:4]([CH2:12][OH:13])[CH:3]=1. The catalyst class is: 1. (6) Reactant: C([NH:8][CH:9]([CH2:23][CH3:24])[CH:10]([C:12]1[O:13][C:14]([C:17]2[CH:22]=[CH:21][N:20]=[CH:19][CH:18]=2)=[N:15][N:16]=1)[OH:11])(OC(C)(C)C)=O.[C:25]([OH:31])([C:27]([F:30])([F:29])[F:28])=[O:26]. Product: [OH:31][C:25]([C:27]([F:30])([F:29])[F:28])=[O:26].[NH2:8][CH:9]([CH2:23][CH3:24])[C:10]([C:12]1[O:13][C:14]([C:17]2[CH:22]=[CH:21][N:20]=[CH:19][CH:18]=2)=[N:15][N:16]=1)=[O:11]. The catalyst class is: 2. (7) Reactant: [OH:1][C:2]1[C:11](=[O:12])[C:10]2[C:5](=[CH:6][CH:7]=[CH:8][CH:9]=2)[O:4][C:3]=1[C:13]1[CH:18]=[CH:17][C:16]([O:19][CH2:20][CH2:21][O:22][CH2:23][CH2:24][OH:25])=[CH:15][CH:14]=1.Br[CH2:27][C:28]1[CH:29]=[C:30]([CH:35]=[CH:36][CH:37]=1)[C:31]([O:33][CH3:34])=[O:32].C([O-])([O-])=O.[K+].[K+]. Product: [OH:25][CH2:24][CH2:23][O:22][CH2:21][CH2:20][O:19][C:16]1[CH:17]=[CH:18][C:13]([C:3]2[O:4][C:5]3[C:10]([C:11](=[O:12])[C:2]=2[O:1][CH2:27][C:28]2[CH:29]=[C:30]([CH:35]=[CH:36][CH:37]=2)[C:31]([O:33][CH3:34])=[O:32])=[CH:9][CH:8]=[CH:7][CH:6]=3)=[CH:14][CH:15]=1. The catalyst class is: 21. (8) Reactant: [CH:1]1([NH:7][C:8]2[N:13]=[CH:12][N:11]=[C:10]([C:14]([OH:16])=O)[CH:9]=2)[CH2:6][CH2:5][CH2:4][CH2:3][CH2:2]1.[NH2:17][C:18]1[CH:23]=[CH:22][C:21]([NH:24][S:25]([CH3:28])(=[O:27])=[O:26])=[CH:20][C:19]=1[O:29][CH3:30]. Product: [CH:1]1([NH:7][C:8]2[N:13]=[CH:12][N:11]=[C:10]([C:14]([NH:17][C:18]3[CH:23]=[CH:22][C:21]([NH:24][S:25]([CH3:28])(=[O:27])=[O:26])=[CH:20][C:19]=3[O:29][CH3:30])=[O:16])[CH:9]=2)[CH2:2][CH2:3][CH2:4][CH2:5][CH2:6]1. The catalyst class is: 2. (9) Reactant: [CH3:1][N:2]([CH2:4][C:5]1[NH:6][C:7](=[O:20])[C:8]2[S:13][C:12]3[CH:14]=[CH:15][C:16]([CH:18]=[CH2:19])=[CH:17][C:11]=3[C:9]=2[N:10]=1)[CH3:3]. Product: [CH3:3][N:2]([CH2:4][C:5]1[NH:6][C:7](=[O:20])[C:8]2[S:13][C:12]3[CH:14]=[CH:15][C:16]([CH2:18][CH3:19])=[CH:17][C:11]=3[C:9]=2[N:10]=1)[CH3:1]. The catalyst class is: 5.